From a dataset of Reaction yield outcomes from USPTO patents with 853,638 reactions. Predict the reaction yield, written as a fraction of the theoretical maximum amount of product (1.0 means a 100% yield; for example, 0.34 means a 34% yield). (1) The reactants are [NH:1]1[C:5]2[CH:6]=[CH:7][CH:8]=[CH:9][C:4]=2[N:3]=[C:2]1[CH2:10][CH2:11][CH2:12][OH:13].C(N(CC)C(C)C)(C)C.[C:23](O[C:23]([O:25][C:26]([CH3:29])([CH3:28])[CH3:27])=[O:24])([O:25][C:26]([CH3:29])([CH3:28])[CH3:27])=[O:24]. The catalyst is CN(C=O)C. The product is [C:26]([O:25][C:23]([N:1]1[C:5]2[CH:6]=[CH:7][CH:8]=[CH:9][C:4]=2[N:3]=[C:2]1[CH2:10][CH2:11][CH2:12][OH:13])=[O:24])([CH3:29])([CH3:28])[CH3:27]. The yield is 0.950. (2) The reactants are [F:1][C:2]1([F:23])[CH2:5][CH:4]([C:6]2[C:14]([C:15]3[NH:19][C:18]([CH2:20][CH3:21])=[N:17][N:16]=3)=[CH:13][C:9]([C:10](O)=[O:11])=[C:8]([CH3:22])[CH:7]=2)[CH2:3]1.Cl.[NH:25]1[CH2:30][CH2:29][CH:28]([C:31]2[CH:38]=[CH:37][C:34]([C:35]#[N:36])=[CH:33][CH:32]=2)[CH2:27][CH2:26]1.CCN=C=NCCCN(C)C.Cl. The catalyst is CN(C)C=O.CN(C)C1C=CN=CC=1.C(OCC)(=O)C. The product is [F:23][C:2]1([F:1])[CH2:5][CH:4]([C:6]2[C:14]([C:15]3[NH:19][C:18]([CH2:20][CH3:21])=[N:17][N:16]=3)=[CH:13][C:9]([C:10]([N:25]3[CH2:30][CH2:29][CH:28]([C:31]4[CH:38]=[CH:37][C:34]([C:35]#[N:36])=[CH:33][CH:32]=4)[CH2:27][CH2:26]3)=[O:11])=[C:8]([CH3:22])[CH:7]=2)[CH2:3]1. The yield is 0.580.